From a dataset of Forward reaction prediction with 1.9M reactions from USPTO patents (1976-2016). Predict the product of the given reaction. (1) Given the reactants [OH-].[Li+].[CH3:3][C:4]([O:7][C@H:8]([CH3:46])[C@@H:9]([C:42]([O:44]C)=[O:43])[NH:10][C:11]([C:13]1[CH:18]=[CH:17][C:16]([C:19]2[CH:24]=[CH:23][C:22]([O:25][CH3:26])=[CH:21][CH:20]=2)=[CH:15][C:14]=1[NH:27][C:28]([NH:30][C:31]1[C:36]([CH3:37])=[CH:35][C:34]([CH2:38][CH2:39][CH3:40])=[CH:33][C:32]=1[CH3:41])=[O:29])=[O:12])([CH3:6])[CH3:5].CO.O, predict the reaction product. The product is: [CH3:3][C:4]([O:7][C@H:8]([CH3:46])[C@@H:9]([C:42]([OH:44])=[O:43])[NH:10][C:11]([C:13]1[CH:18]=[CH:17][C:16]([C:19]2[CH:20]=[CH:21][C:22]([O:25][CH3:26])=[CH:23][CH:24]=2)=[CH:15][C:14]=1[NH:27][C:28]([NH:30][C:31]1[C:32]([CH3:41])=[CH:33][C:34]([CH2:38][CH2:39][CH3:40])=[CH:35][C:36]=1[CH3:37])=[O:29])=[O:12])([CH3:5])[CH3:6]. (2) Given the reactants [I:1][C:2]1[CH:3]=[CH:4][CH:5]=[C:6]2[C:10]=1[NH:9]C(=O)[C:7]2=[O:12].[OH-:13].[Na+].OO.Cl, predict the reaction product. The product is: [NH2:9][C:10]1[C:2]([I:1])=[CH:3][CH:4]=[CH:5][C:6]=1[C:7]([OH:12])=[O:13]. (3) Given the reactants [C:1]([C:3]1[CH:4]=[C:5]2[C:10](=[CH:11][CH:12]=1)[C:9](=[CH:13][C:14]([O:16][CH2:17][CH3:18])=[O:15])[CH2:8][CH2:7][CH2:6]2)#[N:2], predict the reaction product. The product is: [C:1]([C:3]1[CH:4]=[C:5]2[C:10](=[CH:11][CH:12]=1)[CH:9]([CH2:13][C:14]([O:16][CH2:17][CH3:18])=[O:15])[CH2:8][CH2:7][CH2:6]2)#[N:2].